From a dataset of NCI-60 drug combinations with 297,098 pairs across 59 cell lines. Regression. Given two drug SMILES strings and cell line genomic features, predict the synergy score measuring deviation from expected non-interaction effect. Drug 1: CNC(=O)C1=CC=CC=C1SC2=CC3=C(C=C2)C(=NN3)C=CC4=CC=CC=N4. Drug 2: COC1=NC(=NC2=C1N=CN2C3C(C(C(O3)CO)O)O)N. Cell line: OVCAR-5. Synergy scores: CSS=4.38, Synergy_ZIP=6.27, Synergy_Bliss=3.89, Synergy_Loewe=2.57, Synergy_HSA=2.47.